This data is from Full USPTO retrosynthesis dataset with 1.9M reactions from patents (1976-2016). The task is: Predict the reactants needed to synthesize the given product. (1) Given the product [CH3:14][CH:9]1[CH2:10][CH2:11][N:7]([C:4]2[CH:5]=[CH:6][N:2]([CH3:1])[N:3]=2)[C:8]1=[O:12], predict the reactants needed to synthesize it. The reactants are: [CH3:1][N:2]1[CH:6]=[CH:5][C:4]([N:7]2[CH2:11][CH2:10][CH2:9][C:8]2=[O:12])=[N:3]1.[Li+].[CH3:14][Si]([N-][Si](C)(C)C)(C)C.C1COCC1.IC.O. (2) Given the product [CH:1]1([C:7]2[N:12]=[C:11]([NH:13][C:14]3[N:19]=[CH:18][C:17]4[N:20]=[CH:21][N:22]([CH:23]([CH3:25])[CH3:24])[C:16]=4[CH:15]=3)[CH:10]=[CH:9][N:8]=2)[CH2:2][CH2:3][CH2:4][CH2:5][CH2:6]1, predict the reactants needed to synthesize it. The reactants are: [C:1]1([C:7]2[N:12]=[C:11]([NH:13][C:14]3[N:19]=[CH:18][C:17]4[N:20]=[CH:21][N:22]([CH:23]([CH3:25])[CH3:24])[C:16]=4[CH:15]=3)[CH:10]=[CH:9][N:8]=2)[CH2:6][CH2:5][CH2:4][CH2:3][CH:2]=1. (3) The reactants are: [CH3:1][S:2](Cl)(=[O:4])=[O:3].[CH3:6][O:7][C:8](=[O:36])[C@H:9]([CH2:21][C:22]1[CH:27]=[CH:26][C:25]([C:28]2[CH:33]=[CH:32][CH:31]=[CH:30][C:29]=2[O:34][CH3:35])=[CH:24][CH:23]=1)[NH:10][C:11](=[O:20])[C:12]1[CH:17]=[CH:16][C:15]([NH2:18])=[CH:14][C:13]=1[Cl:19].CCN(C(C)C)C(C)C. Given the product [CH3:6][O:7][C:8](=[O:36])[C@H:9]([CH2:21][C:22]1[CH:27]=[CH:26][C:25]([C:28]2[CH:33]=[CH:32][CH:31]=[CH:30][C:29]=2[O:34][CH3:35])=[CH:24][CH:23]=1)[NH:10][C:11](=[O:20])[C:12]1[CH:17]=[CH:16][C:15]([N:18]([S:2]([CH3:1])(=[O:4])=[O:3])[S:2]([CH3:1])(=[O:4])=[O:3])=[CH:14][C:13]=1[Cl:19], predict the reactants needed to synthesize it. (4) The reactants are: [CH2:1]([O:3][C:4]([CH:6]1[CH2:11][CH2:10][N:9]([C:12]2[CH:17]=[C:16]([C:18]([OH:34])([C:30]([F:33])([F:32])[F:31])[CH:19]([C:21]3[CH:26]=[CH:25][C:24]([O:27]C)=[CH:23][C:22]=3[Cl:29])[CH3:20])[CH:15]=[CH:14][N:13]=2)[CH2:8][CH2:7]1)=[O:5])[CH3:2].B(Br)(Br)Br. Given the product [CH2:1]([O:3][C:4]([CH:6]1[CH2:7][CH2:8][N:9]([C:12]2[CH:17]=[C:16]([C:18]([OH:34])([C:30]([F:31])([F:32])[F:33])[CH:19]([C:21]3[CH:26]=[CH:25][C:24]([OH:27])=[CH:23][C:22]=3[Cl:29])[CH3:20])[CH:15]=[CH:14][N:13]=2)[CH2:10][CH2:11]1)=[O:5])[CH3:2], predict the reactants needed to synthesize it. (5) The reactants are: [C:1]([O:5][C:6]([NH:8][C@H:9]([C:36]([O:38][CH3:39])=[O:37])[CH2:10][C:11]1[CH:16]=[CH:15][C:14]([CH:17]=[CH:18][CH2:19][CH2:20][C:21]2[CH:26]=[CH:25][CH:24]=[C:23]([N:27]([C:29]([O:31][C:32]([CH3:35])([CH3:34])[CH3:33])=[O:30])[CH3:28])[N:22]=2)=[CH:13][CH:12]=1)=[O:7])([CH3:4])([CH3:3])[CH3:2]. Given the product [C:1]([O:5][C:6]([NH:8][C@H:9]([C:36]([O:38][CH3:39])=[O:37])[CH2:10][C:11]1[CH:16]=[CH:15][C:14]([CH2:17][CH2:18][CH2:19][CH2:20][C:21]2[CH:26]=[CH:25][CH:24]=[C:23]([N:27]([C:29]([O:31][C:32]([CH3:34])([CH3:33])[CH3:35])=[O:30])[CH3:28])[N:22]=2)=[CH:13][CH:12]=1)=[O:7])([CH3:4])([CH3:2])[CH3:3], predict the reactants needed to synthesize it. (6) Given the product [C:1]([O:5][C:6]([N:8]1[CH2:15][C:14]2=[C:13]3[N:12]([N:11]=[C:10]2[CH2:9]1)[CH:21]=[C:18]([Cl:17])[CH:19]=[N:16]3)=[O:7])([CH3:4])([CH3:2])[CH3:3], predict the reactants needed to synthesize it. The reactants are: [C:1]([O:5][C:6]([N:8]1[CH2:15][C:14]2[C:10](=[N:11][NH:12][C:13]=2[NH2:16])[CH2:9]1)=[O:7])([CH3:4])([CH3:3])[CH3:2].[Cl:17][CH:18]([CH:21]=O)[CH:19]=O. (7) Given the product [Br:1][C:2]1[N:3]([CH:32]([CH3:34])[CH3:33])[C:4]([CH:12]([C:25]2[CH:26]=[CH:27][C:28]([Cl:31])=[CH:29][CH:30]=2)[NH:13][C:14]2[CH:15]=[C:16]([CH3:24])[C:17]3[N:21]=[N:20][N:19]([CH3:22])[C:18]=3[CH:23]=2)=[C:5]([C:7]([OH:9])=[O:8])[N:6]=1, predict the reactants needed to synthesize it. The reactants are: [Br:1][C:2]1[N:3]([CH:32]([CH3:34])[CH3:33])[C:4]([CH:12]([C:25]2[CH:30]=[CH:29][C:28]([Cl:31])=[CH:27][CH:26]=2)[NH:13][C:14]2[CH:15]=[C:16]([CH3:24])[C:17]3[N:21]=[N:20][N:19]([CH3:22])[C:18]=3[CH:23]=2)=[C:5]([C:7]([O:9]CC)=[O:8])[N:6]=1.Cl.